Dataset: Full USPTO retrosynthesis dataset with 1.9M reactions from patents (1976-2016). Task: Predict the reactants needed to synthesize the given product. (1) The reactants are: [N:1]([CH:4]1[CH2:10][CH2:9][NH:8][CH2:7][CH2:6][CH:5]1[OH:11])=[N+:2]=[N-:3].Cl[C:13]1[N:17]([CH3:18])[N:16]=[CH:15][C:14]=1[N+:19]([O-:21])=[O:20].[F-].[K+].O.[CH3:25]S(C)=O. Given the product [N:1]([CH:4]1[CH2:10][CH2:9][N:8]([C:13]2[N:17]([CH2:18][CH3:25])[N:16]=[CH:15][C:14]=2[N+:19]([O-:21])=[O:20])[CH2:7][CH2:6][CH:5]1[OH:11])=[N+:2]=[N-:3], predict the reactants needed to synthesize it. (2) Given the product [C:5]1([CH:14]2[CH2:13][C:12](=[O:11])[C:21]3[N:20]=[CH:19][CH:18]=[CH:17][C:16]=3[CH2:15]2)[CH:10]=[CH:9][CH:8]=[CH:7][CH:6]=1, predict the reactants needed to synthesize it. The reactants are: [Al](Br)(Br)Br.[CH:5]1[CH:10]=[CH:9][CH:8]=[CH:7][CH:6]=1.[OH:11][C:12]1[CH:13]=[CH:14][CH:15]=[C:16]2[C:21]=1[N:20]=[CH:19][CH:18]=[CH:17]2.Br.Cl.